Task: Predict which catalyst facilitates the given reaction.. Dataset: Catalyst prediction with 721,799 reactions and 888 catalyst types from USPTO (1) Reactant: [CH2:1]([C:8]1[C:9]([C:13]([O:15][CH2:16][CH3:17])=[O:14])=[CH:10][NH:11][CH:12]=1)[C:2]1[CH:7]=[CH:6][CH:5]=[CH:4][CH:3]=1.[H-].[Na+].[C:20]([C:22]1[CH:29]=[CH:28][C:25]([CH2:26]Br)=[CH:24][CH:23]=1)#[N:21]. Product: [CH2:1]([C:8]1[C:9]([C:13]([O:15][CH2:16][CH3:17])=[O:14])=[CH:10][N:11]([CH2:26][C:25]2[CH:28]=[CH:29][C:22]([C:20]#[N:21])=[CH:23][CH:24]=2)[CH:12]=1)[C:2]1[CH:3]=[CH:4][CH:5]=[CH:6][CH:7]=1. The catalyst class is: 1. (2) Reactant: [Br:1]Br.[CH2:3]([S:5]([C:8]1[CH:13]=[CH:12][C:11]([OH:14])=[C:10]([N+:15]([O-:17])=[O:16])[CH:9]=1)(=[O:7])=[O:6])[CH3:4]. Product: [Br:1][C:12]1[CH:13]=[C:8]([S:5]([CH2:3][CH3:4])(=[O:6])=[O:7])[CH:9]=[C:10]([N+:15]([O-:17])=[O:16])[C:11]=1[OH:14]. The catalyst class is: 86. (3) Reactant: [C:1]([O:5][CH2:6][CH2:7][CH2:8][CH2:9][CH2:10][CH:11]([CH3:13])[CH3:12])(=[O:4])[CH:2]=[CH2:3].[C:14]([O:18][CH2:19][CH2:20][OH:21])(=[O:17])[CH:15]=[CH2:16].N(C(C)(CC)C#N)=NC(C)(CC)C#N.C(OCC)(=O)C. Product: [C:1]([O:5][CH2:6][CH2:7][CH2:8][CH2:9][CH2:10][CH:11]([CH3:13])[CH3:12])(=[O:4])[CH:2]=[CH2:3].[C:14]([O:18][CH2:19][CH2:20][OH:21])(=[O:17])[CH:15]=[CH2:16]. The catalyst class is: 32. (4) Reactant: CCN(CC)CC.O[C@@H:9]([CH3:29])[C@@H:10]([NH:14][C:15]([O:17][CH2:18][CH2:19][CH2:20][CH2:21][CH2:22][C:23]1[CH:28]=[CH:27][CH:26]=[CH:25][CH:24]=1)=[O:16])[C:11]([OH:13])=[O:12]. Product: [C:23]1([CH2:22][CH2:21][CH2:20][CH2:19][CH2:18][O:17][C:15](=[O:16])[NH:14][C@H:10]2[C:11](=[O:13])[O:12][C@H:9]2[CH3:29])[CH:28]=[CH:27][CH:26]=[CH:25][CH:24]=1. The catalyst class is: 2. (5) Reactant: [H-].[Na+].[CH2:3]([O:5][C:6](=[O:19])[CH2:7][C:8]([C:10]1[CH:15]=[CH:14][C:13]([N+:16]([O-:18])=[O:17])=[CH:12][CH:11]=1)=O)[CH3:4].[C:20]12[C:26](=[CH:27][CH:28]=[CH:29][CH:30]=1)[NH:25]C(=O)O[C:21]2=[O:22]. Product: [CH2:3]([O:5][C:6]([C:7]1[C:21](=[O:22])[C:20]2[C:26](=[CH:27][CH:28]=[CH:29][CH:30]=2)[NH:25][C:8]=1[C:10]1[CH:15]=[CH:14][C:13]([N+:16]([O-:18])=[O:17])=[CH:12][CH:11]=1)=[O:19])[CH3:4]. The catalyst class is: 44. (6) Reactant: [Cl:1][C:2]1[CH:3]=[C:4]2[C:8](=[CH:9][CH:10]=1)[NH:7][CH:6]=[C:5]2[CH2:11][CH2:12][NH:13][C:14](=[O:23])[C:15]1[CH:20]=[CH:19][C:18]([CH2:21]Cl)=[CH:17][CH:16]=1.[C:24]([C:26]1[CH:31]=[CH:30][C:29](B(O)O)=[CH:28][CH:27]=1)#[N:25].C(=O)([O-])[O-].[Na+].[Na+].[I-].[Na+]. Product: [Cl:1][C:2]1[CH:3]=[C:4]2[C:8](=[CH:9][CH:10]=1)[NH:7][CH:6]=[C:5]2[CH2:11][CH2:12][NH:13][C:14](=[O:23])[C:15]1[CH:20]=[CH:19][C:18]([CH2:21][C:29]2[CH:30]=[CH:31][C:26]([C:24]#[N:25])=[CH:27][CH:28]=2)=[CH:17][CH:16]=1. The catalyst class is: 437. (7) Reactant: Cl.[CH3:2][N:3]([CH3:8])[CH2:4][C:5](O)=[O:6].Cl.CN(C)CCCN=C=NCC.C(N(CC)CC)C.[NH2:28][C:29]1[CH:30]=[C:31]([C:35]2[C:43]3[C:38](=[CH:39][CH:40]=[C:41]([C:44]([NH2:46])=[O:45])[CH:42]=3)[N:37]([CH:47]3[CH2:52][CH2:51][CH2:50][CH2:49][O:48]3)[N:36]=2)[CH:32]=[CH:33][CH:34]=1. Product: [CH3:2][N:3]([CH3:8])[CH2:4][C:5]([NH:28][C:29]1[CH:30]=[C:31]([C:35]2[C:43]3[C:38](=[CH:39][CH:40]=[C:41]([C:44]([NH2:46])=[O:45])[CH:42]=3)[N:37]([CH:47]3[CH2:52][CH2:51][CH2:50][CH2:49][O:48]3)[N:36]=2)[CH:32]=[CH:33][CH:34]=1)=[O:6]. The catalyst class is: 120. (8) Reactant: Br[CH2:2][C:3]1[CH:11]=[CH:10][CH:9]=[C:8]2[C:4]=1[CH:5]=[N:6][N:7]2[CH:12]1[CH2:17][CH2:16][CH2:15][CH2:14][O:13]1.[N-:18]=[N+:19]=[N-:20].[Na+].O. Product: [N:18]([CH2:2][C:3]1[CH:11]=[CH:10][CH:9]=[C:8]2[C:4]=1[CH:5]=[N:6][N:7]2[CH:12]1[CH2:17][CH2:16][CH2:15][CH2:14][O:13]1)=[N+:19]=[N-:20]. The catalyst class is: 9. (9) Reactant: Br[CH:2]([C:9](=O)[C:10]1[CH:15]=[CH:14][CH:13]=[CH:12][CH:11]=1)[CH2:3][CH2:4][C:5]([O:7][CH3:8])=[O:6].[CH2:17]([NH:20][C:21]([NH2:23])=[S:22])[CH2:18][CH3:19]. The catalyst class is: 5. Product: [C:10]1([C:9]2[N:23]=[C:21]([NH:20][CH2:17][CH2:18][CH3:19])[S:22][C:2]=2[CH2:3][CH2:4][C:5]([O:7][CH3:8])=[O:6])[CH:15]=[CH:14][CH:13]=[CH:12][CH:11]=1. (10) Reactant: [CH2:1]([O:8][C:9]1[CH:14]=[CH:13][C:12]([NH:15][C:16]2[CH:21]=[C:20]([Cl:22])[N:19]=[CH:18][N:17]=2)=[CH:11][C:10]=1[N+:23]([O-])=O)[C:2]1[CH:7]=[CH:6][CH:5]=[CH:4][CH:3]=1.S(=O)(=O)(O)O.C(=O)([O-])O.[Na+]. Product: [NH2:23][C:10]1[CH:11]=[C:12]([NH:15][C:16]2[CH:21]=[C:20]([Cl:22])[N:19]=[CH:18][N:17]=2)[CH:13]=[CH:14][C:9]=1[O:8][CH2:1][C:2]1[CH:3]=[CH:4][CH:5]=[CH:6][CH:7]=1. The catalyst class is: 490.